From a dataset of Peptide-MHC class II binding affinity with 134,281 pairs from IEDB. Regression. Given a peptide amino acid sequence and an MHC pseudo amino acid sequence, predict their binding affinity value. This is MHC class II binding data. (1) The peptide sequence is NNPKEWLQVDFQKTVKVTGV. The MHC is DRB1_0401 with pseudo-sequence DRB1_0401. The binding affinity (normalized) is 0. (2) The peptide sequence is HDGGCRKELAAVSVD. The MHC is DRB1_0401 with pseudo-sequence DRB1_0401. The binding affinity (normalized) is 0.549.